From a dataset of Forward reaction prediction with 1.9M reactions from USPTO patents (1976-2016). Predict the product of the given reaction. (1) The product is: [C:22]1([S:55]([OH:58])(=[O:57])=[O:56])[C:23]2[C:24](=[CH:25][CH:26]=[CH:27][CH:28]=2)[CH:33]=[CH:34][CH:29]=1.[C:22]1([S:55]([OH:58])(=[O:57])=[O:56])[C:23]2[C:24](=[CH:25][CH:26]=[CH:27][CH:28]=2)[CH:33]=[CH:34][CH:29]=1.[CH:1]([O:4][C:5]([C:7]1[CH:8]([C:35]2[CH:40]=[CH:39][CH:38]=[C:37]([N+:41]([O-:43])=[O:42])[CH:36]=2)[C:9]([C:15]([O:17][CH:18]2[CH2:19][N:20]([CH:22]([C:29]3[CH:34]=[CH:33][CH:32]=[CH:31][CH:30]=3)[C:23]3[CH:28]=[CH:27][CH:26]=[CH:25][CH:24]=3)[CH2:21]2)=[O:16])=[C:10]([NH2:14])[NH:11][C:12]=1[CH3:13])=[O:6])([CH3:3])[CH3:2]. Given the reactants [CH:1]([O:4][C:5]([C:7]1[CH:8]([C:35]2[CH:40]=[CH:39][CH:38]=[C:37]([N+:41]([O-:43])=[O:42])[CH:36]=2)[C:9]([C:15]([O:17][CH:18]2[CH2:21][N:20]([CH:22]([C:29]3[CH:34]=[CH:33][CH:32]=[CH:31][CH:30]=3)[C:23]3[CH:28]=[CH:27][CH:26]=[CH:25][CH:24]=3)[CH2:19]2)=[O:16])=[C:10]([NH2:14])[NH:11][C:12]=1[CH3:13])=[O:6])([CH3:3])[CH3:2].O.C1C2C(=CC=CC=2)C=CC=1[S:55]([OH:58])(=[O:57])=[O:56], predict the reaction product. (2) Given the reactants [NH2:1][C:2]1[S:14][C:5]2=[N:6][C:7]([CH3:13])=[C:8]([CH2:11][CH3:12])[C:9]([CH3:10])=[C:4]2[C:3]=1[C:15]#[N:16].[CH:17]1([C:22](Cl)=[O:23])[CH2:21][CH2:20][CH2:19][CH2:18]1.O, predict the reaction product. The product is: [C:15]([C:3]1[C:4]2[C:5](=[N:6][C:7]([CH3:13])=[C:8]([CH2:11][CH3:12])[C:9]=2[CH3:10])[S:14][C:2]=1[NH:1][C:22]([CH:17]1[CH2:21][CH2:20][CH2:19][CH2:18]1)=[O:23])#[N:16]. (3) The product is: [CH3:13][N:8]1[C:4]2=[N:5][CH:6]=[CH:7][C:2]([C:21]#[C:20][C:14]3[CH:19]=[CH:18][CH:17]=[CH:16][CH:15]=3)=[C:3]2[C:10]([CH:11]=[O:12])=[CH:9]1. Given the reactants Br[C:2]1[CH:7]=[CH:6][N:5]=[C:4]2[N:8]([CH3:13])[CH:9]=[C:10]([CH:11]=[O:12])[C:3]=12.[C:14]1([C:20]#[CH:21])[CH:19]=[CH:18][CH:17]=[CH:16][CH:15]=1.[F-].C([N+](CCCC)(CCCC)CCCC)CCC, predict the reaction product. (4) Given the reactants [C:1]([NH:4][C@H:5]([C:28]([NH:30][C@H:31]([C:35]([NH:37][C@H:38]([C:46]([NH:48][C:49]1[CH:54]=[CH:53][C:52]([CH2:55][O:56][C:57](=[O:71])[N:58]([CH3:70])[CH2:59][CH2:60][N:61](C)[C:62](=O)OC(C)(C)C)=[CH:51][CH:50]=1)=[O:47])[CH2:39][CH2:40][CH2:41][NH:42][C:43](=[O:45])[NH2:44])=[O:36])[CH:32]([CH3:34])[CH3:33])=[O:29])[CH2:6][CH2:7][CH2:8][CH2:9][NH:10][C:11]([O:13][CH2:14][CH:15]1[C:27]2[CH:26]=[CH:25][CH:24]=[CH:23][C:22]=2[C:21]2[C:16]1=[CH:17][CH:18]=[CH:19][CH:20]=2)=[O:12])(=[O:3])[CH3:2].C(O)(C(F)(F)F)=O, predict the reaction product. The product is: [C:1]([NH:4][C@H:5]([C:28]([NH:30][C@H:31]([C:35]([NH:37][C@H:38]([C:46]([NH:48][C:49]1[CH:50]=[CH:51][C:52]([CH2:55][O:56][C:57](=[O:71])[N:58]([CH3:70])[CH2:59][CH2:60][NH:61][CH3:62])=[CH:53][CH:54]=1)=[O:47])[CH2:39][CH2:40][CH2:41][NH:42][C:43](=[O:45])[NH2:44])=[O:36])[CH:32]([CH3:34])[CH3:33])=[O:29])[CH2:6][CH2:7][CH2:8][CH2:9][NH:10][C:11]([O:13][CH2:14][CH:15]1[C:16]2[CH:17]=[CH:18][CH:19]=[CH:20][C:21]=2[C:22]2[C:27]1=[CH:26][CH:25]=[CH:24][CH:23]=2)=[O:12])(=[O:3])[CH3:2].